Dataset: Full USPTO retrosynthesis dataset with 1.9M reactions from patents (1976-2016). Task: Predict the reactants needed to synthesize the given product. (1) Given the product [N:1]1([C:2]2[CH:3]=[C:4]([OH:8])[CH:5]=[CH:6][CH:7]=2)[CH2:13][CH2:12][CH2:11][CH2:10]1, predict the reactants needed to synthesize it. The reactants are: [NH2:1][C:2]1[CH:3]=[C:4]([OH:8])[CH:5]=[CH:6][CH:7]=1.Br[CH2:10][CH2:11][CH2:12][CH2:13]Br.C(N(CC)CC)C. (2) Given the product [CH3:33][N:35]([CH3:36])[S:2]([C:5]1[CH:32]=[C:8]2[CH2:9][N:10]([C:14]([O:16][CH2:17][C:18]3[CH:23]=[C:22]([C:24]([F:27])([F:26])[F:25])[CH:21]=[C:20]([C:28]([F:31])([F:30])[F:29])[CH:19]=3)=[O:15])[CH2:11][CH2:12][CH2:13][N:7]2[N:6]=1)(=[O:4])=[O:3], predict the reactants needed to synthesize it. The reactants are: Cl[S:2]([C:5]1[CH:32]=[C:8]2[CH2:9][N:10]([C:14]([O:16][CH2:17][C:18]3[CH:23]=[C:22]([C:24]([F:27])([F:26])[F:25])[CH:21]=[C:20]([C:28]([F:31])([F:30])[F:29])[CH:19]=3)=[O:15])[CH2:11][CH2:12][CH2:13][N:7]2[N:6]=1)(=[O:4])=[O:3].[CH2:33]([N:35](CC)[CH2:36]C)C.Cl.CNC. (3) Given the product [CH2:4]1[C:5]2[CH:23]=[CH:22][N:21]=[CH:24][C:26]=2[CH2:2][N:3]1[C:2]1[N:7]=[C:6]([NH:8][C:9]2[CH:10]=[C:11]3[C:15](=[CH:16][CH:17]=2)[NH:14][N:13]=[CH:12]3)[CH:5]=[CH:4][N:3]=1, predict the reactants needed to synthesize it. The reactants are: Cl[C:2]1[N:7]=[C:6]([NH:8][C:9]2[CH:10]=[C:11]3[C:15](=[CH:16][CH:17]=2)[NH:14][N:13]=[CH:12]3)[CH:5]=[CH:4][N:3]=1.C([N:21]([CH:24]([CH3:26])C)[CH2:22][CH3:23])(C)C. (4) Given the product [CH3:22][N:12]([CH:3]([CH2:2][NH:1][C:36]([O:38][C:39]1[CH:40]=[CH:41][C:42]([N+:45]([O-:47])=[O:46])=[CH:43][CH:44]=1)=[O:37])[CH2:4][C:5]1([O:11][Si:30]([CH3:33])([CH3:32])[CH3:31])[CH2:10][CH2:9][CH2:8][CH2:7][CH2:6]1)[C:13]([O:15][CH2:16][CH2:17][Si:18]([CH3:20])([CH3:19])[CH3:21])=[O:14], predict the reactants needed to synthesize it. The reactants are: [NH2:1][CH2:2][CH:3]([N:12]([CH3:22])[C:13]([O:15][CH2:16][CH2:17][Si:18]([CH3:21])([CH3:20])[CH3:19])=[O:14])[CH2:4][C:5]1([OH:11])[CH2:10][CH2:9][CH2:8][CH2:7][CH2:6]1.CCN(CC)CC.[Si:30](Cl)([CH3:33])([CH3:32])[CH3:31].Cl[C:36]([O:38][C:39]1[CH:44]=[CH:43][C:42]([N+:45]([O-:47])=[O:46])=[CH:41][CH:40]=1)=[O:37]. (5) Given the product [C:28]([O:31][C:32](=[O:33])[NH:10][C:8]1[CH:9]=[C:4]([O:3][CH2:1][CH3:2])[CH:5]=[CH:6][C:7]=1[N+:11]([O-:13])=[O:12])([CH3:30])([CH3:29])[CH3:27], predict the reactants needed to synthesize it. The reactants are: [CH2:1]([O:3][C:4]1[CH:5]=[CH:6][C:7]([N+:11]([O-:13])=[O:12])=[C:8]([NH2:10])[CH:9]=1)[CH3:2].ClC1C=CC([N+]([O-])=O)=C(N)C=1.[OH-].[K+].[CH3:27][C:28]([O:31][C:32](O[C:32]([O:31][C:28]([CH3:30])([CH3:29])[CH3:27])=[O:33])=[O:33])([CH3:30])[CH3:29].C(O)(C(F)(F)F)=O.